From a dataset of Peptide-MHC class II binding affinity with 134,281 pairs from IEDB. Regression. Given a peptide amino acid sequence and an MHC pseudo amino acid sequence, predict their binding affinity value. This is MHC class II binding data. (1) The peptide sequence is NAGFKAALAAAAGVP. The MHC is DRB3_0101 with pseudo-sequence DRB3_0101. The binding affinity (normalized) is 0.221. (2) The peptide sequence is DTGCAIDISRQELRCGSGV. The MHC is DRB1_1101 with pseudo-sequence DRB1_1101. The binding affinity (normalized) is 0.0767.